Dataset: Reaction yield outcomes from USPTO patents with 853,638 reactions. Task: Predict the reaction yield, written as a fraction of the theoretical maximum amount of product (1.0 means a 100% yield; for example, 0.34 means a 34% yield). (1) The reactants are Br[C:2]1[CH:7]=[CH:6][N:5]=[C:4]2[N:8]([S:11]([C:14]3[CH:19]=[CH:18][CH:17]=[CH:16][CH:15]=3)(=[O:13])=[O:12])[CH:9]=[CH:10][C:3]=12.C([O-])(=O)C.[K+].[B:25]1([B:25]2[O:29][C:28]([CH3:31])([CH3:30])[C:27]([CH3:33])([CH3:32])[O:26]2)[O:29][C:28]([CH3:31])([CH3:30])[C:27]([CH3:33])([CH3:32])[O:26]1. The catalyst is O1CCOCC1. The product is [C:14]1([S:11]([N:8]2[C:4]3=[N:5][CH:6]=[CH:7][C:2]([B:25]4[O:29][C:28]([CH3:31])([CH3:30])[C:27]([CH3:33])([CH3:32])[O:26]4)=[C:3]3[CH:10]=[CH:9]2)(=[O:13])=[O:12])[CH:19]=[CH:18][CH:17]=[CH:16][CH:15]=1. The yield is 0.920. (2) The reactants are Br[C:2]1[CH:9]=[CH:8][CH:7]=[CH:6][C:3]=1[CH:4]=[O:5].[Cl:10][C:11]1[CH:16]=[CH:15][C:14](B(O)O)=[CH:13][CH:12]=1.C(O)C.COCCOC.C(=O)([O-])[O-].[K+].[K+]. The catalyst is O. The product is [Cl:10][C:11]1[CH:16]=[CH:15][C:14]([C:2]2[C:3]([CH:4]=[O:5])=[CH:6][CH:7]=[CH:8][CH:9]=2)=[CH:13][CH:12]=1. The yield is 0.710. (3) The reactants are [F:1][C:2]1[CH:40]=[N:39][C:5]2[N:6]([C:30]3[CH:31]=[C:32]([CH:36]=[CH:37][CH:38]=3)[C:33]([OH:35])=O)[C:7](=[O:29])[N:8]([CH:11]3[CH2:16][CH2:15][CH:14]([NH:17][C:18]([C:20]4[N:21]=[C:22]5[CH:27]=[CH:26][CH:25]=[CH:24][N:23]5[CH:28]=4)=[O:19])[CH2:13][CH2:12]3)[C:9](=[O:10])[C:4]=2[CH:3]=1.CCN(C(C)C)C(C)C.CN(C(ON1N=NC2C=CC=NC1=2)=[N+](C)C)C.F[P-](F)(F)(F)(F)F.[NH2:74][C:75]1[CH:80]=[CH:79][CH:78]=[CH:77][CH:76]=1. The catalyst is CN(C=O)C. The product is [NH:74]([C:33]([C:32]1[CH:31]=[C:30]([N:6]2[C:5]3[N:39]=[CH:40][C:2]([F:1])=[CH:3][C:4]=3[C:9](=[O:10])[N:8]([C@@H:11]3[CH2:12][CH2:13][C@H:14]([NH:17][C:18]([C:20]4[N:21]=[C:22]5[CH:27]=[CH:26][CH:25]=[CH:24][N:23]5[CH:28]=4)=[O:19])[CH2:15][CH2:16]3)[C:7]2=[O:29])[CH:38]=[CH:37][CH:36]=1)=[O:35])[C:75]1[CH:80]=[CH:79][CH:78]=[CH:77][CH:76]=1. The yield is 0.480. (4) The reactants are [OH-].[Na+].[CH2:3]([O:10][C:11]1[CH:16]=[C:15](/[CH:17]=[CH:18]/[C:19]([O:21]C)=[O:20])[CH:14]=[CH:13][C:12]=1[C:23]1[CH:28]=[CH:27][CH:26]=[C:25]([N:29]([CH3:40])[C:30]([NH:32][CH2:33][CH2:34][CH2:35][CH2:36][CH2:37][CH2:38][CH3:39])=[O:31])[CH:24]=1)[C:4]1[CH:9]=[CH:8][CH:7]=[CH:6][CH:5]=1. The catalyst is O1CCCC1.CO. The product is [CH2:3]([O:10][C:11]1[CH:16]=[C:15](/[CH:17]=[CH:18]/[C:19]([OH:21])=[O:20])[CH:14]=[CH:13][C:12]=1[C:23]1[CH:28]=[CH:27][CH:26]=[C:25]([N:29]([CH3:40])[C:30]([NH:32][CH2:33][CH2:34][CH2:35][CH2:36][CH2:37][CH2:38][CH3:39])=[O:31])[CH:24]=1)[C:4]1[CH:9]=[CH:8][CH:7]=[CH:6][CH:5]=1. The yield is 0.640. (5) The reactants are [NH2:1][C:2]1[C:3]([C:12]([C:14]2[CH:19]=[CH:18][C:17]([F:20])=[CH:16][CH:15]=2)=O)=[CH:4][CH:5]=[C:6]2[C:11]=1[N:10]=[CH:9][CH:8]=[CH:7]2.[S:21](N)([NH2:24])(=[O:23])=[O:22].[H-].[H-].[H-].[H-].[Li+].[Al+3]. The catalyst is N1C=CC=CC=1. The product is [F:20][C:17]1[CH:18]=[CH:19][C:14]([CH:12]2[C:3]3[CH:4]=[CH:5][C:6]4[C:11](=[N:10][CH:9]=[CH:8][CH:7]=4)[C:2]=3[NH:1][S:21](=[O:23])(=[O:22])[NH:24]2)=[CH:15][CH:16]=1. The yield is 0.220.